The task is: Predict the reactants needed to synthesize the given product.. This data is from Full USPTO retrosynthesis dataset with 1.9M reactions from patents (1976-2016). Given the product [NH2:50][C:44]1[C:45]2[CH:27]=[C:20]([CH2:19][OH:18])[C:21]([N:30]3[CH2:31][C@H:32]([CH3:37])[O:33][C@H:34]([CH3:36])[CH2:35]3)=[C:22]([F:29])[C:23]=2[O:48][N:47]=1, predict the reactants needed to synthesize it. The reactants are: [Si]([O:18][CH2:19][C:20]1[C:21]([N:30]2[CH2:35][C@H:34]([CH3:36])[O:33][C@H:32]([CH3:37])[CH2:31]2)=[C:22]([F:29])[C:23](F)=C([CH:27]=1)C#N)(C(C)(C)C)(C1C=CC=CC=1)C1C=CC=CC=1.CC([O-])(C)C.[K+].[C:44]([NH:47][OH:48])(=O)[CH3:45].C[N:50](C=O)C.